From a dataset of Reaction yield outcomes from USPTO patents with 853,638 reactions. Predict the reaction yield, written as a fraction of the theoretical maximum amount of product (1.0 means a 100% yield; for example, 0.34 means a 34% yield). (1) The reactants are Cl.[Cl:2][C:3]1[C:8]([Cl:9])=[CH:7][C:6]([NH:10][CH2:11][C:12]([N:14]2[CH2:19][CH2:18][NH:17][CH2:16][CH2:15]2)=[O:13])=[C:5]([CH2:20][CH3:21])[CH:4]=1.CCN(CC)CC.[C:29](Cl)(=[O:32])[CH:30]=[CH2:31]. The catalyst is C(Cl)Cl. The product is [Cl:2][C:3]1[C:8]([Cl:9])=[CH:7][C:6]([NH:10][CH2:11][C:12]([N:14]2[CH2:19][CH2:18][N:17]([C:29](=[O:32])[CH:30]=[CH2:31])[CH2:16][CH2:15]2)=[O:13])=[C:5]([CH2:20][CH3:21])[CH:4]=1. The yield is 0.188. (2) The reactants are [Br:1][C:2]1[CH:3]=[CH:4][C:5]2[C:11]3[S:12][C:13]([C:15]([N:17]([C:19]4[CH:20]=[C:21]([CH:25]=[CH:26][C:27]=4[Cl:28])[C:22](O)=[O:23])[CH3:18])=[O:16])=[CH:14][C:10]=3[CH2:9][CH2:8][O:7][C:6]=2[CH:29]=1.CCN=C=NCCCN(C)C.C1C=CC2N(O)N=NC=2C=1.CCN(C(C)C)C(C)C.[NH2:60][CH2:61][CH2:62][OH:63]. The catalyst is C1COCC1.O. The product is [Br:1][C:2]1[CH:3]=[CH:4][C:5]2[C:11]3[S:12][C:13]([C:15]([N:17]([C:19]4[CH:20]=[C:21]([C:22](=[O:23])[NH:60][CH2:61][CH2:62][OH:63])[CH:25]=[CH:26][C:27]=4[Cl:28])[CH3:18])=[O:16])=[CH:14][C:10]=3[CH2:9][CH2:8][O:7][C:6]=2[CH:29]=1. The yield is 0.770. (3) The reactants are [CH2:1]([O:8][C:9]1[CH:16]=[CH:15][C:12]([CH:13]=O)=[CH:11][C:10]=1[O:17][CH3:18])[C:2]1[CH:7]=[CH:6][CH:5]=[CH:4][CH:3]=1.C([O-])(=O)C.[Na+].Cl.[NH2:25]O. The catalyst is C(O)(=O)C.O. The product is [CH2:1]([O:8][C:9]1[CH:16]=[CH:15][C:12]([C:13]#[N:25])=[CH:11][C:10]=1[O:17][CH3:18])[C:2]1[CH:7]=[CH:6][CH:5]=[CH:4][CH:3]=1. The yield is 1.00.